This data is from Reaction yield outcomes from USPTO patents with 853,638 reactions. The task is: Predict the reaction yield, written as a fraction of the theoretical maximum amount of product (1.0 means a 100% yield; for example, 0.34 means a 34% yield). (1) The reactants are [NH2:1][C:2]1[CH:7]=[CH:6][C:5]([C:8]([NH:10][S:11]([C:14]2[S:15][C:16]([Cl:19])=[CH:17][CH:18]=2)(=[O:13])=[O:12])=[O:9])=[CH:4][CH:3]=1.[C:20]1(=O)[O:25][C:23](=[O:24])[C:22]2=[CH:26][CH:27]=[CH:28][CH:29]=[C:21]12. The catalyst is CN(C=O)C. The product is [O:24]=[C:23]1[C:22]2[CH:26]=[CH:27][CH:28]=[CH:29][C:21]=2[C:20](=[O:25])[N:1]1[C:2]1[CH:7]=[CH:6][C:5]([C:8]([NH:10][S:11]([C:14]2[S:15][C:16]([Cl:19])=[CH:17][CH:18]=2)(=[O:13])=[O:12])=[O:9])=[CH:4][CH:3]=1. The yield is 0.550. (2) The reactants are [C:1]([O:5][C:6]([N:8]1[CH2:12][CH2:11][CH:10]([OH:13])[CH2:9]1)=[O:7])([CH3:4])([CH3:3])[CH3:2].[H-].[Na+].Cl[C:17]1[N:22]=[CH:21][CH:20]=[CH:19][N:18]=1. The catalyst is CN(C=O)C. The product is [C:1]([O:5][C:6]([N:8]1[CH2:12][CH2:11][CH:10]([O:13][C:17]2[N:22]=[CH:21][CH:20]=[CH:19][N:18]=2)[CH2:9]1)=[O:7])([CH3:4])([CH3:2])[CH3:3]. The yield is 0.830. (3) The reactants are O.[OH-].[Li+].C[O:5][C:6]([C:8]1[CH:34]=[CH:33][C:11]([CH2:12][O:13][C:14]2[CH:15]=[N:16][C:17]([N:20]3[CH2:25][CH2:24][N:23]([C:26]([O:28][C:29]([CH3:32])([CH3:31])[CH3:30])=[O:27])[CH2:22][CH2:21]3)=[N:18][CH:19]=2)=[CH:10][CH:9]=1)=[O:7].Cl. The yield is 1.00. The catalyst is O.C1COCC1. The product is [C:29]([O:28][C:26]([N:23]1[CH2:24][CH2:25][N:20]([C:17]2[N:16]=[CH:15][C:14]([O:13][CH2:12][C:11]3[CH:10]=[CH:9][C:8]([C:6]([OH:7])=[O:5])=[CH:34][CH:33]=3)=[CH:19][N:18]=2)[CH2:21][CH2:22]1)=[O:27])([CH3:32])([CH3:30])[CH3:31]. (4) The reactants are [Na+].[CH2:2]([P:4]([OH:10])([CH2:6][C:7]([O-:9])=[O:8])=[O:5])[CH3:3].[O-]CCCC.[O-]CCCC.[O-]CCCC.[O-]CCCC.[Ti+4:31]. The catalyst is C1(C)C=CC=CC=1. The product is [Ti+4:31].[CH2:2]([P:4]([OH:10])([CH2:6][C:7]([O-:9])=[O:8])=[O:5])[CH3:3].[CH2:2]([P:4]([CH2:6][C:7]([O-:9])=[O:8])([OH:10])=[O:5])[CH3:3].[CH2:2]([P:4]([CH2:6][C:7]([O-:9])=[O:8])([OH:10])=[O:5])[CH3:3].[CH2:2]([P:4]([CH2:6][C:7]([O-:9])=[O:8])([OH:10])=[O:5])[CH3:3]. The yield is 0.960.